From a dataset of Full USPTO retrosynthesis dataset with 1.9M reactions from patents (1976-2016). Predict the reactants needed to synthesize the given product. (1) Given the product [Cl:19][C:20]1[C:21]([N:27]2[CH2:32][CH2:31][N:30]([C:11]([C:10]3[CH:14]=[CH:15][C:7]([N:3]4[CH2:4][CH2:5][CH2:6][S:2]4(=[O:1])=[O:18])=[CH:8][C:9]=3[O:16][CH3:17])=[O:13])[CH2:29][CH2:28]2)=[N:22][CH:23]=[C:24]([Cl:26])[CH:25]=1, predict the reactants needed to synthesize it. The reactants are: [O:1]=[S:2]1(=[O:18])[CH2:6][CH2:5][CH2:4][N:3]1[C:7]1[CH:15]=[CH:14][C:10]([C:11]([OH:13])=O)=[C:9]([O:16][CH3:17])[CH:8]=1.[Cl:19][C:20]1[C:21]([N:27]2[CH2:32][CH2:31][NH:30][CH2:29][CH2:28]2)=[N:22][CH:23]=[C:24]([Cl:26])[CH:25]=1. (2) Given the product [F:21][C:17]1[CH:16]=[C:15]([C:7]2[C:6]3[C:11](=[CH:12][C:3]([CH:2]=[O:23])=[CH:4][CH:5]=3)[N:10]=[C:9]([C:13]#[N:14])[CH:8]=2)[CH:20]=[CH:19][CH:18]=1, predict the reactants needed to synthesize it. The reactants are: Br[CH:2](Br)[C:3]1[CH:12]=[C:11]2[C:6]([C:7]([C:15]3[CH:20]=[CH:19][CH:18]=[C:17]([F:21])[CH:16]=3)=[CH:8][C:9]([C:13]#[N:14])=[N:10]2)=[CH:5][CH:4]=1.[O:23]1CCOCC1. (3) Given the product [Br:1][C:2]1[CH:3]=[C:4]([NH:27][CH:24]2[CH2:25][CH2:26][O:21][CH2:22][CH2:23]2)[C:5]([C:6]#[N:7])=[C:8]([F:10])[CH:9]=1, predict the reactants needed to synthesize it. The reactants are: [Br:1][C:2]1[CH:9]=[C:8]([F:10])[C:5]([C:6]#[N:7])=[C:4](F)[CH:3]=1.CCN(C(C)C)C(C)C.[O:21]1[CH2:26][CH2:25][CH:24]([NH2:27])[CH2:23][CH2:22]1.O. (4) Given the product [OH:5][CH2:26][C:25]([C:21]1[CH:20]=[C:19]([CH3:18])[CH:24]=[CH:23][N:22]=1)=[O:27], predict the reactants needed to synthesize it. The reactants are: [OH-].[K+].C(O)(=[O:5])C.C(O)(=O)C.IC1C=CC=CC=1.[CH3:18][C:19]1[CH:24]=[CH:23][N:22]=[C:21]([C:25](=[O:27])[CH3:26])[CH:20]=1. (5) Given the product [Cl:13][C:14]1[C:15]([N:20]2[C:24]3[N:25]=[CH:26][N:27]=[C:28]([O:29][C@@H:30]([CH2:34][CH2:33][OH:32])[C:31]([NH:12][C:9]4[CH:8]=[CH:7][C:6]([CH3:5])=[CH:11][N:10]=4)=[O:35])[C:23]=3[CH:22]=[N:21]2)=[N:16][CH:17]=[CH:18][CH:19]=1, predict the reactants needed to synthesize it. The reactants are: C[Al](C)C.[CH3:5][C:6]1[CH:7]=[CH:8][C:9]([NH2:12])=[N:10][CH:11]=1.[Cl:13][C:14]1[C:15]([N:20]2[C:24]3=[N:25][CH:26]=[N:27][C:28]([O:29][C@H:30]4[CH2:34][CH2:33][O:32][C:31]4=[O:35])=[C:23]3[CH:22]=[N:21]2)=[N:16][CH:17]=[CH:18][CH:19]=1.C(O)(=O)CC(CC(O)=O)(C(O)=O)O. (6) Given the product [CH:18]([C:20]1[CH:25]=[CH:24][C:23]([C:2]2[CH:17]=[CH:16][CH:15]=[C:4]([CH2:5][NH:6][C:7](=[O:14])[C:8]3[CH:13]=[CH:12][CH:11]=[CH:10][CH:9]=3)[CH:3]=2)=[CH:22][CH:21]=1)=[O:19], predict the reactants needed to synthesize it. The reactants are: Br[C:2]1[CH:3]=[C:4]([CH:15]=[CH:16][CH:17]=1)[CH2:5][NH:6][C:7](=[O:14])[C:8]1[CH:13]=[CH:12][CH:11]=[CH:10][CH:9]=1.[CH:18]([C:20]1[CH:25]=[CH:24][C:23](B(O)O)=[CH:22][CH:21]=1)=[O:19]. (7) Given the product [Cl:8][C:9]1[CH:14]=[C:13]([Cl:15])[CH:12]=[C:11]([Cl:16])[C:10]=1[N:17]1[C:21]2=[N:22][C:23]([CH2:27][C:28]3[CH:33]=[CH:32][C:31]([N:5]([C:6]([O:50][C:47]([CH3:49])([CH3:48])[CH3:46])=[O:7])[S:2]([NH2:40])(=[O:4])=[O:3])=[CH:30][CH:29]=3)=[N:24][C:25](=[O:26])[C:20]2=[C:19]([CH:35]([CH3:37])[CH3:36])[NH:18]1, predict the reactants needed to synthesize it. The reactants are: Cl[S:2]([N:5]=[C:6]=[O:7])(=[O:4])=[O:3].[Cl:8][C:9]1[CH:14]=[C:13]([Cl:15])[CH:12]=[C:11]([Cl:16])[C:10]=1[N:17]1[C:21]2=[N:22][C:23]([CH2:27][C:28]3[CH:33]=[CH:32][C:31](N)=[CH:30][CH:29]=3)=[N:24][C:25](=[O:26])[C:20]2=[C:19]([CH:35]([CH3:37])[CH3:36])[NH:18]1.CC[N:40](CC)CC.Cl.[CH3:46][C:47]([OH:50])([CH3:49])[CH3:48].